From a dataset of Forward reaction prediction with 1.9M reactions from USPTO patents (1976-2016). Predict the product of the given reaction. (1) Given the reactants [CH2:1]([S:3]([N:6]1[CH2:11][CH2:10][CH:9]([C:12]2[C:20]3[C:15](=[C:16]([C:30]#[N:31])[CH:17]=[C:18]([O:21][C:22]4[CH:27]=[CH:26][C:25]([O:28][CH3:29])=[CH:24][CH:23]=4)[CH:19]=3)[NH:14][CH:13]=2)[CH2:8][CH2:7]1)(=[O:5])=[O:4])[CH3:2].B1([O-])O[O:33]1.O.O.O.O.[Na+], predict the reaction product. The product is: [CH2:1]([S:3]([N:6]1[CH2:7][CH2:8][CH:9]([C:12]2[C:20]3[C:15](=[C:16]([C:30]([NH2:31])=[O:33])[CH:17]=[C:18]([O:21][C:22]4[CH:23]=[CH:24][C:25]([O:28][CH3:29])=[CH:26][CH:27]=4)[CH:19]=3)[NH:14][CH:13]=2)[CH2:10][CH2:11]1)(=[O:5])=[O:4])[CH3:2]. (2) Given the reactants Cl[C:2]1[CH:11]=[C:10]([C:12]([OH:14])=[O:13])[C:9]2[C:4](=[CH:5][CH:6]=[CH:7][CH:8]=2)[N:3]=1.[F:15][C:16]1[CH:21]=[CH:20][C:19](B(O)O)=[CH:18][CH:17]=1.CN1CCN(C2N=CC=CC=2B2OC(C)(C)C(C)(C)O2)CC1.CN1CCN(C2N=CC(C3C=C(C(O)=O)C4C(=CC=CC=4)N=3)=CC=2)CC1, predict the reaction product. The product is: [F:15][C:16]1[CH:21]=[CH:20][C:19]([C:2]2[CH:11]=[C:10]([C:12]([OH:14])=[O:13])[C:9]3[C:4](=[CH:5][CH:6]=[CH:7][CH:8]=3)[N:3]=2)=[CH:18][CH:17]=1. (3) Given the reactants [F:1][C:2]([F:18])([F:17])[C:3](=[O:16])[C:4]#[C:5][Si:6]([CH:13]([CH3:15])[CH3:14])([CH:10]([CH3:12])[CH3:11])[CH:7]([CH3:9])[CH3:8].[CH2:19]1[CH2:23]OC[CH2:20]1.C([Mg]Cl)C=C.[NH4+].[Cl-], predict the reaction product. The product is: [F:18][C:2]([F:1])([F:17])[C:3]([OH:16])([CH2:23][CH:19]=[CH2:20])[C:4]#[C:5][Si:6]([CH:13]([CH3:15])[CH3:14])([CH:10]([CH3:11])[CH3:12])[CH:7]([CH3:8])[CH3:9]. (4) The product is: [Cl:12][C:10]1[CH:9]=[CH:8][CH:7]=[C:6]2[C:11]=1[C:2]([NH:22][C@H:23]1[CH2:27][CH2:26][N:25]([C:28]([O:30][C:31]([CH3:34])([CH3:33])[CH3:32])=[O:29])[CH2:24]1)=[N:3][C:4]([C:13]#[N:14])=[CH:5]2. Given the reactants Cl[C:2]1[C:11]2[C:6](=[CH:7][CH:8]=[CH:9][C:10]=2[Cl:12])[CH:5]=[C:4]([C:13]#[N:14])[N:3]=1.CCN(CC)CC.[NH2:22][C@H:23]1[CH2:27][CH2:26][N:25]([C:28]([O:30][C:31]([CH3:34])([CH3:33])[CH3:32])=[O:29])[CH2:24]1, predict the reaction product. (5) Given the reactants [Cl:1][C:2]1[C:3](=[O:20])[CH:4]2[CH2:19][C:7]3([C:18]=1[C:17]1[CH:16]=[CH:15][C:14]4[NH:13][N:12]=[CH:11][C:10]=4[C:9]=1[CH2:8]3)[CH2:6][CH2:5]2.[BH4-].[Na+].[Cl-].[NH4+], predict the reaction product. The product is: [Cl:1][C:2]1[C@H:3]([OH:20])[C@H:4]2[CH2:19][C@@:7]3([C:18]=1[C:17]1[CH:16]=[CH:15][C:14]4[NH:13][N:12]=[CH:11][C:10]=4[C:9]=1[CH2:8]3)[CH2:6][CH2:5]2. (6) Given the reactants [CH2:1]([N:8]1[C:16]2[C:11](=[CH:12][C:13]([NH:17][C:18]3[N:23]=[C:22](Cl)[N:21]=[CH:20][N:19]=3)=[CH:14][CH:15]=2)[CH:10]=[N:9]1)[C:2]1[CH:7]=[CH:6][CH:5]=[CH:4][CH:3]=1.[CH3:25]CN(C(C)C)C(C)C.[NH2:34][C:35]1[CH:36]=[CH:37][C:38]([O:46][CH3:47])=[C:39]([NH:41][C:42](=[O:45])[CH:43]=[CH2:44])[CH:40]=1, predict the reaction product. The product is: [CH2:1]([N:8]1[C:16]2[C:11](=[CH:12][C:13]([N:17]([CH3:25])[C:18]3[N:19]=[CH:20][N:21]=[C:22]([NH:34][C:35]4[CH:36]=[CH:37][C:38]([O:46][CH3:47])=[C:39]([NH:41][C:42](=[O:45])[CH:43]=[CH2:44])[CH:40]=4)[N:23]=3)=[CH:14][CH:15]=2)[CH:10]=[N:9]1)[C:2]1[CH:7]=[CH:6][CH:5]=[CH:4][CH:3]=1. (7) Given the reactants [F:1][C:2]([F:32])([F:31])[C:3]1[CH:4]=[C:5]([CH:24]=[C:25]([C:27]([F:30])([F:29])[F:28])[CH:26]=1)[CH2:6][N:7]1[CH2:14][CH2:13][CH2:12][N:11]([CH3:15])[C:10]2[N:16]=[C:17]([S:21][CH3:22])[N:18]=[C:19](Cl)[C:9]=2[C:8]1=[O:23].[CH3:33][C:34]1[CH:39]=[CH:38][CH:37]=[CH:36][C:35]=1OB(O)O, predict the reaction product. The product is: [F:1][C:2]([F:32])([F:31])[C:3]1[CH:4]=[C:5]([CH:24]=[C:25]([C:27]([F:30])([F:29])[F:28])[CH:26]=1)[CH2:6][N:7]1[CH2:14][CH2:13][CH2:12][N:11]([CH3:15])[C:10]2[N:16]=[C:17]([S:21][CH3:22])[N:18]=[C:19]([C:35]3[CH:36]=[CH:37][CH:38]=[CH:39][C:34]=3[CH3:33])[C:9]=2[C:8]1=[O:23]. (8) Given the reactants [CH:1]1([C:4]2[NH:5][C:6]3[C:11]([CH:12]=2)=[C:10]([C:13]([F:16])([F:15])[F:14])[C:9]([C:17]#[N:18])=[CH:8][CH:7]=3)[CH2:3][CH2:2]1.[F:19][C:20]([F:35])([F:34])[C:21]1[CH:22]=[C:23]([C:27]2[O:31][N:30]=[C:29]([CH2:32]Cl)[N:28]=2)[CH:24]=[CH:25][CH:26]=1, predict the reaction product. The product is: [CH:1]1([C:4]2[N:5]([CH2:32][C:29]3[N:28]=[C:27]([C:23]4[CH:24]=[CH:25][CH:26]=[C:21]([C:20]([F:35])([F:19])[F:34])[CH:22]=4)[O:31][N:30]=3)[C:6]3[C:11]([CH:12]=2)=[C:10]([C:13]([F:14])([F:15])[F:16])[C:9]([C:17]#[N:18])=[CH:8][CH:7]=3)[CH2:2][CH2:3]1. (9) Given the reactants [OH:1][C:2]1[CH:3]=[C:4](/[C:8](/[CH2:38][CH3:39])=[C:9](\[C:25]2[CH:30]=[CH:29][C:28](/[CH:31]=[CH:32]/[C:33]([O:35][CH2:36][CH3:37])=[O:34])=[CH:27][CH:26]=2)/[C:10]2[CH:11]=[C:12]3[C:16](=[CH:17][CH:18]=2)[N:15]([CH:19]2[CH2:24][CH2:23][CH2:22][CH2:21][O:20]2)[N:14]=[CH:13]3)[CH:5]=[CH:6][CH:7]=1.C([O-])([O-])=O.[Cs+].[Cs+].I[C:47]1[CH:52]=[CH:51][CH:50]=[CH:49][N:48]=1.N1C=CC=CC=1CC(=O)C, predict the reaction product. The product is: [N:48]1[CH:49]=[CH:50][CH:51]=[CH:52][C:47]=1[O:1][C:2]1[CH:3]=[C:4](/[C:8](/[CH2:38][CH3:39])=[C:9](\[C:25]2[CH:26]=[CH:27][C:28](/[CH:31]=[CH:32]/[C:33]([O:35][CH2:36][CH3:37])=[O:34])=[CH:29][CH:30]=2)/[C:10]2[CH:11]=[C:12]3[C:16](=[CH:17][CH:18]=2)[N:15]([CH:19]2[CH2:24][CH2:23][CH2:22][CH2:21][O:20]2)[N:14]=[CH:13]3)[CH:5]=[CH:6][CH:7]=1. (10) Given the reactants [CH3:1][S:2][C:3]1[N:8]=[C:7]([NH:9][CH3:10])[C:6]([Cl:11])=[CH:5][N:4]=1.I([O-])(=O)(=O)=[O:13].[Na+].C(Cl)Cl.CO.C(O)(=O)C.[OH2:27], predict the reaction product. The product is: [CH3:1][S:2]([C:3]1[N:8]=[C:7]([NH:9][CH3:10])[C:6]([Cl:11])=[CH:5][N:4]=1)(=[O:13])=[O:27].